Dataset: Forward reaction prediction with 1.9M reactions from USPTO patents (1976-2016). Task: Predict the product of the given reaction. The product is: [Cl:1][C:2]1[CH:20]=[CH:19][CH:18]=[C:17]([Cl:21])[C:3]=1[CH2:4][CH:5]1[CH2:9][CH2:8][N:7]([CH:10]2[CH2:15][CH2:14][N:13]([CH2:22][CH3:23])[CH2:12][CH2:11]2)[C:6]1=[O:16]. Given the reactants [Cl:1][C:2]1[CH:20]=[CH:19][CH:18]=[C:17]([Cl:21])[C:3]=1[CH2:4][CH:5]1[CH2:9][CH2:8][N:7]([CH:10]2[CH2:15][CH2:14][NH:13][CH2:12][CH2:11]2)[C:6]1=[O:16].[CH2:22](I)[CH3:23].C(N(CC)CC)C.CN(C)C=O, predict the reaction product.